This data is from NCI-60 drug combinations with 297,098 pairs across 59 cell lines. The task is: Regression. Given two drug SMILES strings and cell line genomic features, predict the synergy score measuring deviation from expected non-interaction effect. (1) Drug 1: CC=C1C(=O)NC(C(=O)OC2CC(=O)NC(C(=O)NC(CSSCCC=C2)C(=O)N1)C(C)C)C(C)C. Drug 2: CCC1=C2CN3C(=CC4=C(C3=O)COC(=O)C4(CC)O)C2=NC5=C1C=C(C=C5)O. Cell line: HT29. Synergy scores: CSS=75.3, Synergy_ZIP=-1.34, Synergy_Bliss=2.07, Synergy_Loewe=-7.51, Synergy_HSA=2.38. (2) Drug 1: CC1=C2C(C(=O)C3(C(CC4C(C3C(C(C2(C)C)(CC1OC(=O)C(C(C5=CC=CC=C5)NC(=O)C6=CC=CC=C6)O)O)OC(=O)C7=CC=CC=C7)(CO4)OC(=O)C)O)C)OC(=O)C. Drug 2: C1=CC=C(C=C1)NC(=O)CCCCCCC(=O)NO. Cell line: A498. Synergy scores: CSS=9.71, Synergy_ZIP=-4.17, Synergy_Bliss=-3.69, Synergy_Loewe=-1.66, Synergy_HSA=-1.17. (3) Drug 1: CCCCCOC(=O)NC1=NC(=O)N(C=C1F)C2C(C(C(O2)C)O)O. Drug 2: CN(CCCl)CCCl.Cl. Cell line: MOLT-4. Synergy scores: CSS=39.2, Synergy_ZIP=2.61, Synergy_Bliss=-0.739, Synergy_Loewe=-50.5, Synergy_HSA=-4.95. (4) Drug 1: C1=CC=C(C(=C1)C(C2=CC=C(C=C2)Cl)C(Cl)Cl)Cl. Drug 2: CC1C(C(CC(O1)OC2CC(CC3=C2C(=C4C(=C3O)C(=O)C5=C(C4=O)C(=CC=C5)OC)O)(C(=O)CO)O)N)O.Cl. Cell line: NCI-H460. Synergy scores: CSS=52.4, Synergy_ZIP=-2.58, Synergy_Bliss=-3.80, Synergy_Loewe=-2.14, Synergy_HSA=-0.635. (5) Synergy scores: CSS=60.9, Synergy_ZIP=0.550, Synergy_Bliss=-0.642, Synergy_Loewe=4.00, Synergy_HSA=4.85. Drug 2: C1=C(C(=O)NC(=O)N1)F. Cell line: BT-549. Drug 1: CC1=C2C(C(=O)C3(C(CC4C(C3C(C(C2(C)C)(CC1OC(=O)C(C(C5=CC=CC=C5)NC(=O)OC(C)(C)C)O)O)OC(=O)C6=CC=CC=C6)(CO4)OC(=O)C)OC)C)OC. (6) Drug 1: C1=CC(=CC=C1CCCC(=O)O)N(CCCl)CCCl. Drug 2: CC1=C(N=C(N=C1N)C(CC(=O)N)NCC(C(=O)N)N)C(=O)NC(C(C2=CN=CN2)OC3C(C(C(C(O3)CO)O)O)OC4C(C(C(C(O4)CO)O)OC(=O)N)O)C(=O)NC(C)C(C(C)C(=O)NC(C(C)O)C(=O)NCCC5=NC(=CS5)C6=NC(=CS6)C(=O)NCCC[S+](C)C)O. Cell line: HS 578T. Synergy scores: CSS=19.1, Synergy_ZIP=-8.18, Synergy_Bliss=-2.71, Synergy_Loewe=-5.49, Synergy_HSA=-1.88. (7) Drug 1: CCCS(=O)(=O)NC1=C(C(=C(C=C1)F)C(=O)C2=CNC3=C2C=C(C=N3)C4=CC=C(C=C4)Cl)F. Drug 2: CN1CCC(CC1)COC2=C(C=C3C(=C2)N=CN=C3NC4=C(C=C(C=C4)Br)F)OC. Cell line: IGROV1. Synergy scores: CSS=52.3, Synergy_ZIP=-3.19, Synergy_Bliss=-0.467, Synergy_Loewe=-15.8, Synergy_HSA=-0.153.